This data is from Catalyst prediction with 721,799 reactions and 888 catalyst types from USPTO. The task is: Predict which catalyst facilitates the given reaction. (1) Reactant: [Cl:1][C:2]1[N:6]([CH3:7])[N:5]=[C:4]([CH3:8])[C:3]=1[CH2:9][S:10][C:11]1[N:16]=[C:15]([OH:17])[CH:14]=[C:13]([CH3:18])[N:12]=1.[ClH:19].O1CCOCC1. Product: [ClH:1].[ClH:19].[Cl:1][C:2]1[N:6]([CH3:7])[N:5]=[C:4]([CH3:8])[C:3]=1[CH2:9][S:10][C:11]1[N:16]=[C:15]([OH:17])[CH:14]=[C:13]([CH3:18])[N:12]=1. The catalyst class is: 5. (2) Reactant: [CH3:1][CH:2]([O:4][C:5]1[CH:6]=[C:7]([O:17][C:18]2[CH:23]=[CH:22][C:21]([S:24]([CH3:27])(=[O:26])=[O:25])=[CH:20][N:19]=2)[CH:8]=[C:9]2[C:13]=1[NH:12][C:11]([C:14](O)=[O:15])=[CH:10]2)[CH3:3].O[N:29]1C2C=CC=CC=2N=N1.Cl.C(N=C=NCCCN(C)C)C.[OH-].[NH4+]. Product: [CH3:1][CH:2]([O:4][C:5]1[CH:6]=[C:7]([O:17][C:18]2[CH:23]=[CH:22][C:21]([S:24]([CH3:27])(=[O:26])=[O:25])=[CH:20][N:19]=2)[CH:8]=[C:9]2[C:13]=1[NH:12][C:11]([C:14]([NH2:29])=[O:15])=[CH:10]2)[CH3:3]. The catalyst class is: 145.